Task: Predict the product of the given reaction.. Dataset: Forward reaction prediction with 1.9M reactions from USPTO patents (1976-2016) Given the reactants Br[C:2]1[CH:7]=[C:6]([CH3:8])[C:5]([C:9]2[C:13](=[O:14])[CH2:12][CH:11]([CH2:15][C:16]#[N:17])[C:10]=2[O:18][CH3:19])=[C:4]([CH3:20])[CH:3]=1.[CH3:21][C:22]1([CH3:38])[C:26]([CH3:28])([CH3:27])[O:25][B:24]([B:24]2[O:25][C:26]([CH3:28])([CH3:27])[C:22]([CH3:38])([CH3:21])[O:23]2)[O:23]1.C([O-])(=O)C.[K+].COC1C=CC=C(OC)C=1C1C=CC=CC=1P(C1CCCCC1)C1CCCCC1, predict the reaction product. The product is: [CH3:8][C:6]1[CH:7]=[C:2]([B:24]2[O:25][C:26]([CH3:28])([CH3:27])[C:22]([CH3:38])([CH3:21])[O:23]2)[CH:3]=[C:4]([CH3:20])[C:5]=1[C:9]1[C:13](=[O:14])[CH2:12][CH:11]([CH2:15][C:16]#[N:17])[C:10]=1[O:18][CH3:19].